From a dataset of Full USPTO retrosynthesis dataset with 1.9M reactions from patents (1976-2016). Predict the reactants needed to synthesize the given product. (1) Given the product [ClH:18].[CH3:20][O:14][C:13](=[O:15])[C@@H:2]([CH2:3][C:4]1[C:12]2[C:7](=[CH:8][CH:9]=[CH:10][CH:11]=2)[NH:6][CH:5]=1)[NH2:1], predict the reactants needed to synthesize it. The reactants are: [NH2:1][C@@H:2]([C:13]([OH:15])=[O:14])[CH2:3][C:4]1[C:12]2[C:7](=[CH:8][CH:9]=[CH:10][CH:11]=2)[NH:6][CH:5]=1.S(Cl)([Cl:18])=O.[CH3:20]O. (2) Given the product [CH3:1][O:2][C:3](=[O:29])[CH:4]([C:5]1[S:6][C:7]([Br:35])=[CH:8][CH:9]=1)[NH:10][C:11]([C:13]1[C:14](=[O:28])[N:15]([CH2:19][C:20]2[CH:25]=[CH:24][C:23]([F:26])=[C:22]([F:27])[CH:21]=2)[CH:16]=[CH:17][CH:18]=1)=[O:12], predict the reactants needed to synthesize it. The reactants are: [CH3:1][O:2][C:3](=[O:29])[CH:4]([NH:10][C:11]([C:13]1[C:14](=[O:28])[N:15]([CH2:19][C:20]2[CH:25]=[CH:24][C:23]([F:26])=[C:22]([F:27])[CH:21]=2)[CH:16]=[CH:17][CH:18]=1)=[O:12])[C:5]1[S:6][CH:7]=[CH:8][CH:9]=1.CN(C)C=O.[Br:35]N1C(=O)CCC1=O.